From a dataset of NCI-60 drug combinations with 297,098 pairs across 59 cell lines. Regression. Given two drug SMILES strings and cell line genomic features, predict the synergy score measuring deviation from expected non-interaction effect. (1) Drug 1: C1=C(C(=O)NC(=O)N1)F. Drug 2: CC1=C(C=C(C=C1)NC(=O)C2=CC=C(C=C2)CN3CCN(CC3)C)NC4=NC=CC(=N4)C5=CN=CC=C5. Cell line: NCIH23. Synergy scores: CSS=42.7, Synergy_ZIP=-3.41, Synergy_Bliss=-7.07, Synergy_Loewe=-7.38, Synergy_HSA=-5.48. (2) Drug 1: C1=NC2=C(N=C(N=C2N1C3C(C(C(O3)CO)O)O)F)N. Drug 2: CC1=C(N=C(N=C1N)C(CC(=O)N)NCC(C(=O)N)N)C(=O)NC(C(C2=CN=CN2)OC3C(C(C(C(O3)CO)O)O)OC4C(C(C(C(O4)CO)O)OC(=O)N)O)C(=O)NC(C)C(C(C)C(=O)NC(C(C)O)C(=O)NCCC5=NC(=CS5)C6=NC(=CS6)C(=O)NCCC[S+](C)C)O. Cell line: CAKI-1. Synergy scores: CSS=56.0, Synergy_ZIP=-2.28, Synergy_Bliss=-1.64, Synergy_Loewe=-7.26, Synergy_HSA=0.0831. (3) Drug 1: C1=CC(=CC=C1C#N)C(C2=CC=C(C=C2)C#N)N3C=NC=N3. Drug 2: CC1C(C(CC(O1)OC2CC(CC3=C2C(=C4C(=C3O)C(=O)C5=C(C4=O)C(=CC=C5)OC)O)(C(=O)CO)O)N)O.Cl. Cell line: KM12. Synergy scores: CSS=20.9, Synergy_ZIP=-5.01, Synergy_Bliss=-3.78, Synergy_Loewe=-14.4, Synergy_HSA=-2.03. (4) Drug 2: CS(=O)(=O)OCCCCOS(=O)(=O)C. Synergy scores: CSS=-0.382, Synergy_ZIP=1.44, Synergy_Bliss=2.75, Synergy_Loewe=-9.54, Synergy_HSA=-4.32. Drug 1: C1C(C(OC1N2C=NC3=C(N=C(N=C32)Cl)N)CO)O. Cell line: NCI-H226. (5) Drug 1: CCC1=CC2CC(C3=C(CN(C2)C1)C4=CC=CC=C4N3)(C5=C(C=C6C(=C5)C78CCN9C7C(C=CC9)(C(C(C8N6C)(C(=O)OC)O)OC(=O)C)CC)OC)C(=O)OC.C(C(C(=O)O)O)(C(=O)O)O. Drug 2: CS(=O)(=O)CCNCC1=CC=C(O1)C2=CC3=C(C=C2)N=CN=C3NC4=CC(=C(C=C4)OCC5=CC(=CC=C5)F)Cl. Cell line: SF-539. Synergy scores: CSS=14.9, Synergy_ZIP=0.172, Synergy_Bliss=1.96, Synergy_Loewe=-28.8, Synergy_HSA=1.03. (6) Drug 1: C1CCN(CC1)CCOC2=CC=C(C=C2)C(=O)C3=C(SC4=C3C=CC(=C4)O)C5=CC=C(C=C5)O. Drug 2: CC12CCC(CC1=CCC3C2CCC4(C3CC=C4C5=CN=CC=C5)C)O. Cell line: A549. Synergy scores: CSS=3.57, Synergy_ZIP=-0.766, Synergy_Bliss=0.642, Synergy_Loewe=-1.47, Synergy_HSA=-1.87. (7) Drug 1: C1CN1C2=NC(=NC(=N2)N3CC3)N4CC4. Drug 2: C1=CC(=C2C(=C1NCCNCCO)C(=O)C3=C(C=CC(=C3C2=O)O)O)NCCNCCO. Cell line: OVCAR-5. Synergy scores: CSS=53.8, Synergy_ZIP=-2.16, Synergy_Bliss=-2.15, Synergy_Loewe=2.66, Synergy_HSA=4.89. (8) Drug 1: CC1=C2C(C(=O)C3(C(CC4C(C3C(C(C2(C)C)(CC1OC(=O)C(C(C5=CC=CC=C5)NC(=O)OC(C)(C)C)O)O)OC(=O)C6=CC=CC=C6)(CO4)OC(=O)C)OC)C)OC. Drug 2: CNC(=O)C1=NC=CC(=C1)OC2=CC=C(C=C2)NC(=O)NC3=CC(=C(C=C3)Cl)C(F)(F)F. Cell line: HCT-15. Synergy scores: CSS=77.1, Synergy_ZIP=16.4, Synergy_Bliss=15.7, Synergy_Loewe=0.645, Synergy_HSA=17.8. (9) Drug 1: C1CN1C2=NC(=NC(=N2)N3CC3)N4CC4. Drug 2: C1=NNC2=C1C(=O)NC=N2. Cell line: A549. Synergy scores: CSS=42.0, Synergy_ZIP=0.890, Synergy_Bliss=-0.465, Synergy_Loewe=-21.7, Synergy_HSA=-0.677. (10) Drug 1: C1CCC(C1)C(CC#N)N2C=C(C=N2)C3=C4C=CNC4=NC=N3. Drug 2: CC(C)NC(=O)C1=CC=C(C=C1)CNNC.Cl. Cell line: CAKI-1. Synergy scores: CSS=7.67, Synergy_ZIP=-6.41, Synergy_Bliss=-5.15, Synergy_Loewe=-12.7, Synergy_HSA=-2.84.